From a dataset of TCR-epitope binding with 47,182 pairs between 192 epitopes and 23,139 TCRs. Binary Classification. Given a T-cell receptor sequence (or CDR3 region) and an epitope sequence, predict whether binding occurs between them. (1) The epitope is YYRRATRRIR. The TCR CDR3 sequence is CASSFGGKTQYF. Result: 0 (the TCR does not bind to the epitope). (2) The epitope is KMQRMLLEK. The TCR CDR3 sequence is CASSDGVGYEQYF. Result: 0 (the TCR does not bind to the epitope). (3) The epitope is FLKEKGGL. The TCR CDR3 sequence is CASSPGPEGGYTF. Result: 0 (the TCR does not bind to the epitope). (4) The epitope is WICLLQFAY. The TCR CDR3 sequence is CASSRRLAGIQETQYF. Result: 1 (the TCR binds to the epitope). (5) The epitope is GPGHKARVL. The TCR CDR3 sequence is CASSPTAWNTGELFF. Result: 0 (the TCR does not bind to the epitope). (6) The epitope is FLNGSCGSV. Result: 1 (the TCR binds to the epitope). The TCR CDR3 sequence is CASSPGGYEQYF.